This data is from Forward reaction prediction with 1.9M reactions from USPTO patents (1976-2016). The task is: Predict the product of the given reaction. The product is: [CH3:1][O:2][C:3]1[CH:14]=[CH:13][C:6]2[CH:7]=[C:8]([C:22]3[CH:23]=[CH:24][C:19]([C:18]([O:17][CH2:15][CH3:16])=[O:26])=[CH:20][CH:21]=3)[S:9][C:5]=2[CH:4]=1. Given the reactants [CH3:1][O:2][C:3]1[CH:14]=[CH:13][C:6]2[CH:7]=[C:8](B(O)O)[S:9][C:5]=2[CH:4]=1.[CH2:15]([O:17][C:18](=[O:26])[C:19]1[CH:24]=[CH:23][C:22](I)=[CH:21][CH:20]=1)[CH3:16].C(=O)([O-])[O-].[Na+].[Na+], predict the reaction product.